This data is from Catalyst prediction with 721,799 reactions and 888 catalyst types from USPTO. The task is: Predict which catalyst facilitates the given reaction. (1) Reactant: CS(O[CH:6]1[CH2:11][CH2:10][O:9][CH:8]([C:12]2[CH:13]=[N:14][C:15]([C:18]([F:21])([F:20])[F:19])=[CH:16][CH:17]=2)[CH2:7]1)(=O)=O.C([O-])([O-])=O.[K+].[K+].[F:28][C:29]([F:38])([F:37])[C:30]1[CH:31]=[C:32]([SH:36])[CH:33]=[CH:34][CH:35]=1.CCOC(C)=O. Product: [F:21][C:18]([F:19])([F:20])[C:15]1[CH:16]=[CH:17][C:12]([CH:8]2[CH2:7][CH:6]([S:36][C:32]3[CH:33]=[CH:34][CH:35]=[C:30]([C:29]([F:28])([F:37])[F:38])[CH:31]=3)[CH2:11][CH2:10][O:9]2)=[CH:13][N:14]=1. The catalyst class is: 3. (2) Reactant: [C:1]([O:5][C@@H:6]([C:12]1[C:13]([CH3:34])=[N:14][C:15]([CH3:33])=[C:16]([C:26]2[CH:31]=[CH:30][C:29]([OH:32])=[CH:28][CH:27]=2)[C:17]=1[N:18]1[CH2:23][CH2:22][C:21]([CH3:25])([CH3:24])[CH2:20][CH2:19]1)[C:7]([O:9]CC)=[O:8])([CH3:4])([CH3:3])[CH3:2].[CH3:35][C:36]1[S:37][C:38]([CH2:42]O)=[C:39]([CH3:41])[N:40]=1.C1C=CC(P(C2C=CC=CC=2)C2C=CC=CC=2)=CC=1.CCOC(/N=N/C(OCC)=O)=O.[OH-].[Na+]. Product: [C:1]([O:5][C@@H:6]([C:12]1[C:13]([CH3:34])=[N:14][C:15]([CH3:33])=[C:16]([C:26]2[CH:31]=[CH:30][C:29]([O:32][CH2:42][C:38]3[S:37][C:36]([CH3:35])=[N:40][C:39]=3[CH3:41])=[CH:28][CH:27]=2)[C:17]=1[N:18]1[CH2:23][CH2:22][C:21]([CH3:24])([CH3:25])[CH2:20][CH2:19]1)[C:7]([OH:9])=[O:8])([CH3:4])([CH3:3])[CH3:2]. The catalyst class is: 36. (3) Reactant: [F:1][C:2]1[CH:3]=[C:4]([C:8]#[C:9][C:10]2[CH:18]=[CH:17][C:13]([C:14]([OH:16])=O)=[CH:12][CH:11]=2)[CH:5]=[CH:6][CH:7]=1.CCN(C(C)C)C(C)C.C(Cl)CCl.C1C=CC2N(O)N=NC=2C=1.[NH:42]1[CH2:47][CH2:46][O:45][CH2:44][CH2:43]1. Product: [F:1][C:2]1[CH:3]=[C:4]([C:8]#[C:9][C:10]2[CH:11]=[CH:12][C:13]([C:14]([N:42]3[CH2:47][CH2:46][O:45][CH2:44][CH2:43]3)=[O:16])=[CH:17][CH:18]=2)[CH:5]=[CH:6][CH:7]=1. The catalyst class is: 18.